From a dataset of Forward reaction prediction with 1.9M reactions from USPTO patents (1976-2016). Predict the product of the given reaction. (1) The product is: [C:11]([C:10]1[CH2:9][CH:20]([CH2:19][CH2:18][O:17][Si:16]([CH:31]([CH3:32])[CH3:33])([CH:28]([CH3:30])[CH3:29])[CH:13]([CH3:14])[CH3:15])[CH2:21][CH2:22][CH:23]=1)#[CH:12]. Given the reactants [Si](C=[N+]=[N-])(C)(C)C.[Li][CH2:9][CH2:10][CH2:11][CH3:12].[CH:13]([Si:16]([CH:31]([CH3:33])[CH3:32])([CH:28]([CH3:30])[CH3:29])[O:17][CH2:18][CH2:19][CH:20]1CC(C=O)=[CH:23][CH2:22][CH2:21]1)([CH3:15])[CH3:14], predict the reaction product. (2) The product is: [Cl:1][C:2]1[CH:3]=[C:4]([B:27]([OH:30])[OH:28])[C:5]([O:8][CH2:9][C:10]2[CH:15]=[CH:14][CH:13]=[CH:12][CH:11]=2)=[N:6][CH:7]=1. Given the reactants [Cl:1][C:2]1[CH:3]=[C:4](I)[C:5]([O:8][CH2:9][C:10]2[CH:15]=[CH:14][CH:13]=[CH:12][CH:11]=2)=[N:6][CH:7]=1.C([Mg]Cl)(C)C.C(OCC)C.[B:27](OC)([O:30]C)[O:28]C.[OH-].[Na+], predict the reaction product. (3) Given the reactants C(OC([N:8]1[CH2:13][CH2:12][CH:11]([N:14]2[CH:22]=[C:21]3[C:16]([N:17]=[C:18]([C:36]4[CH:41]=[CH:40][C:39]([F:42])=[CH:38][CH:37]=4)[C:19]([C:30]4[CH:35]=[CH:34][N:33]=[CH:32][CH:31]=4)=[C:20]3[C:23]3[CH:28]=[CH:27][C:26]([F:29])=[CH:25][CH:24]=3)=[N:15]2)[CH2:10][CH2:9]1)=O)(C)(C)C.FC(F)(F)C(O)=O, predict the reaction product. The product is: [F:29][C:26]1[CH:27]=[CH:28][C:23]([C:20]2[C:21]3[C:16](=[N:15][N:14]([CH:11]4[CH2:12][CH2:13][NH:8][CH2:9][CH2:10]4)[CH:22]=3)[N:17]=[C:18]([C:36]3[CH:37]=[CH:38][C:39]([F:42])=[CH:40][CH:41]=3)[C:19]=2[C:30]2[CH:31]=[CH:32][N:33]=[CH:34][CH:35]=2)=[CH:24][CH:25]=1. (4) Given the reactants Br[C:2]1[CH:3]=[C:4]([C:8]2[CH:13]=[CH:12][CH:11]=[CH:10][C:9]=2[O:14][CH3:15])[CH:5]=[CH:6][CH:7]=1.C([Li])CCC.[CH2:21]([O:28][C:29]1[C:34]([C:35]([C:37]2[CH:42]=[CH:41][CH:40]=[CH:39][CH:38]=2)=[O:36])=[CH:33][CH:32]=[CH:31][C:30]=1[C:43]1[CH:48]=[CH:47][CH:46]=[CH:45][CH:44]=1)[C:22]1[CH:27]=[CH:26][CH:25]=[CH:24][CH:23]=1.[Cl-].[NH4+], predict the reaction product. The product is: [CH2:21]([O:28][C:29]1[C:34]([C:35]([C:2]2[CH:3]=[C:4]([C:8]3[CH:13]=[CH:12][CH:11]=[CH:10][C:9]=3[O:14][CH3:15])[CH:5]=[CH:6][CH:7]=2)([C:37]2[CH:38]=[CH:39][CH:40]=[CH:41][CH:42]=2)[OH:36])=[CH:33][CH:32]=[CH:31][C:30]=1[C:43]1[CH:48]=[CH:47][CH:46]=[CH:45][CH:44]=1)[C:22]1[CH:23]=[CH:24][CH:25]=[CH:26][CH:27]=1. (5) Given the reactants C([O:3][C:4](=[O:17])[CH2:5][C:6]1(C(OCC)=O)[CH2:10][CH2:9][CH2:8][C:7]1=[O:11])C, predict the reaction product. The product is: [O:11]=[C:7]1[CH2:8][CH2:9][CH2:10][CH:6]1[CH2:5][C:4]([OH:17])=[O:3]. (6) Given the reactants [C:1]([O-:9])(=[S:8])[C:2]1[CH:7]=[CH:6][CH:5]=[CH:4][CH:3]=1.[K+].[CH3:11][C:12]([CH3:36])([O:14][C:15]([NH:17][C@H:18]([C:32]([O:34][CH3:35])=[O:33])[C@H:19]([CH3:31])OS(C1C=CC(C)=CC=1)(=O)=O)=[O:16])[CH3:13], predict the reaction product. The product is: [C:1]([S:8][C@H:19]([CH3:31])[C@@H:18]([C:32]([O:34][CH3:35])=[O:33])[NH:17][C:15]([O:14][C:12]([CH3:36])([CH3:11])[CH3:13])=[O:16])(=[O:9])[C:2]1[CH:7]=[CH:6][CH:5]=[CH:4][CH:3]=1.